From a dataset of Reaction yield outcomes from USPTO patents with 853,638 reactions. Predict the reaction yield, written as a fraction of the theoretical maximum amount of product (1.0 means a 100% yield; for example, 0.34 means a 34% yield). (1) The reactants are [CH:1]1([C:7]2[CH:12]=[CH:11][C:10]([O:13][C:14](=[O:33])[N:15]([CH3:32])[C@@H:16]3[C:19](=[O:20])[N:18](C([Si](C)(C)C)[Si](C)(C)C)[C:17]3([CH3:31])[CH3:30])=[CH:9][CH:8]=2)[CH2:6][CH2:5][CH2:4][CH2:3][CH2:2]1.O=[N+]([O-])[O-].[O-][N+](=O)[O-].[O-][N+](=O)[O-].[O-][N+](=O)[O-].[O-][N+](=O)[O-].[O-][N+](=O)[O-].[Ce+4].[NH4+].[NH4+].CC(C)=O.C([O-])(O)=O.[Na+]. The catalyst is CC#N.O.CCOC(C)=O. The product is [CH:1]1([C:7]2[CH:8]=[CH:9][C:10]([O:13][C:14](=[O:33])[N:15]([CH3:32])[C@@H:16]3[C:19](=[O:20])[NH:18][C:17]3([CH3:30])[CH3:31])=[CH:11][CH:12]=2)[CH2:2][CH2:3][CH2:4][CH2:5][CH2:6]1. The yield is 0.210. (2) The catalyst is C1COCC1.O. The product is [CH2:14]([N:21]1[CH2:12][CH2:11][P:8](=[O:13])([C:5]2[CH:4]=[CH:3][C:2]([F:1])=[CH:7][CH:6]=2)[CH2:9][CH2:10]1)[C:15]1[CH:20]=[CH:19][CH:18]=[CH:17][CH:16]=1. The yield is 0.820. The reactants are [F:1][C:2]1[CH:7]=[CH:6][C:5]([P:8](=[O:13])([CH:11]=[CH2:12])[CH:9]=[CH2:10])=[CH:4][CH:3]=1.[CH2:14]([NH2:21])[C:15]1[CH:20]=[CH:19][CH:18]=[CH:17][CH:16]=1. (3) The reactants are [Cl:1][C:2]1[C:7]([F:8])=[CH:6][CH:5]=[C:4]([Cl:9])[C:3]=1[C@H:10]([O:12][C:13]1[CH:14]=[C:15]([C:20]2[CH:21]=[N:22][C:23]([C:28]3[CH2:29][CH2:30][NH:31][CH2:32][CH:33]=3)=[C:24]([O:26][CH3:27])[CH:25]=2)[CH:16]=[N:17][C:18]=1[NH2:19])[CH3:11]. The catalyst is CO.[Pd]. The product is [Cl:1][C:2]1[C:7]([F:8])=[CH:6][CH:5]=[C:4]([Cl:9])[C:3]=1[C@H:10]([O:12][C:13]1[CH:14]=[C:15]([C:20]2[CH:21]=[N:22][C:23]([CH:28]3[CH2:29][CH2:30][NH:31][CH2:32][CH2:33]3)=[C:24]([O:26][CH3:27])[CH:25]=2)[CH:16]=[N:17][C:18]=1[NH2:19])[CH3:11]. The yield is 0.120. (4) The reactants are [CH:1]1([N:7]2[CH2:11][CH2:10][CH:9]([CH2:12][C:13]3[CH:22]=[CH:21][C:20]4[C:15](=[CH:16][CH:17]=[C:18]([OH:23])[CH:19]=4)[CH:14]=3)[C:8]2=[O:24])[CH2:6][CH2:5][CH2:4][CH2:3][CH2:2]1.Cl.[Cl:26][CH2:27][CH2:28][N:29]1[CH2:34][CH2:33][CH2:32][CH2:31][CH2:30]1.Cl. No catalyst specified. The product is [ClH:26].[CH:1]1([N:7]2[CH2:11][CH2:10][CH:9]([CH2:12][C:13]3[CH:22]=[CH:21][C:20]4[C:15](=[CH:16][CH:17]=[C:18]([O:23][CH2:27][CH2:28][N:29]5[CH2:34][CH2:33][CH2:32][CH2:31][CH2:30]5)[CH:19]=4)[CH:14]=3)[C:8]2=[O:24])[CH2:2][CH2:3][CH2:4][CH2:5][CH2:6]1. The yield is 0.660. (5) The reactants are [NH2:1][C:2]1[CH:18]=[C:17]([CH3:19])[CH:16]=[CH:15][C:3]=1[C:4]([NH:6][CH:7]1[CH2:12][CH2:11][C:10](=[O:13])[NH:9][C:8]1=[O:14])=[O:5].[C:20]1(C)C=CC(S(O)(=O)=O)=CC=1. The catalyst is C(OC)(OC)OC. The product is [CH3:19][C:17]1[CH:18]=[C:2]2[C:3]([C:4](=[O:5])[N:6]([CH:7]3[CH2:12][CH2:11][C:10](=[O:13])[NH:9][C:8]3=[O:14])[CH:20]=[N:1]2)=[CH:15][CH:16]=1. The yield is 0.850.